From a dataset of Forward reaction prediction with 1.9M reactions from USPTO patents (1976-2016). Predict the product of the given reaction. (1) Given the reactants I[C:2]1[C:10]2[C:5](=[CH:6][CH:7]=[C:8]([NH:11][S:12]([C:15]3[CH:20]=[CH:19][CH:18]=[CH:17][C:16]=3[S:21]([CH3:24])(=[O:23])=[O:22])(=[O:14])=[O:13])[CH:9]=2)[N:4](C(OC(C)(C)C)=O)[N:3]=1.B(O)(O)[C:33]1[S:41][C:40]2[C:35](=[CH:36][CH:37]=[CH:38][CH:39]=2)[CH:34]=1.C(=O)([O-])O.[Na+], predict the reaction product. The product is: [S:41]1[C:33]([C:2]2[C:10]3[C:5](=[CH:6][CH:7]=[C:8]([NH:11][S:12]([C:15]4[CH:20]=[CH:19][CH:18]=[CH:17][C:16]=4[S:21]([CH3:24])(=[O:23])=[O:22])(=[O:13])=[O:14])[CH:9]=3)[NH:4][N:3]=2)=[CH:34][C:35]2[CH:36]=[CH:37][CH:38]=[CH:39][C:40]1=2. (2) Given the reactants [NH2:1][C:2]1[N:7]=[C:6]([N:8]2[CH2:13][CH2:12][NH:11][C:10](=[O:14])[CH2:9]2)[CH:5]=[CH:4][C:3]=1[N+:15]([O-])=O.O, predict the reaction product. The product is: [NH2:15][C:3]1[CH:4]=[CH:5][C:6]([N:8]2[CH2:13][CH2:12][NH:11][C:10](=[O:14])[CH2:9]2)=[N:7][C:2]=1[NH2:1]. (3) Given the reactants [N:1]1([CH2:7][C:8]2[CH:13]=[CH:12][C:11]([CH2:14][NH:15][C:16](=[O:18])[CH3:17])=[CH:10][CH:9]=2)[CH2:6][CH2:5][NH:4][CH2:3][CH2:2]1.Cl[C:20]1[N:25]=[C:24]([O:26][CH3:27])[CH:23]=[C:22]([O:28][CH3:29])[N:21]=1.C(=O)([O-])[O-].[K+].[K+], predict the reaction product. The product is: [CH3:29][O:28][C:22]1[CH:23]=[C:24]([O:26][CH3:27])[N:25]=[C:20]([N:4]2[CH2:5][CH2:6][N:1]([CH2:7][C:8]3[CH:9]=[CH:10][C:11]([CH2:14][NH:15][C:16](=[O:18])[CH3:17])=[CH:12][CH:13]=3)[CH2:2][CH2:3]2)[N:21]=1.